From a dataset of Full USPTO retrosynthesis dataset with 1.9M reactions from patents (1976-2016). Predict the reactants needed to synthesize the given product. (1) Given the product [NH2:38][C:37]1[C:32]([C:30](/[N:29]=[C:27]2/[NH:28][C:24]3([CH2:41][CH2:42][N:21]([C:19]([C:15]4[CH:14]=[C:13]([S:10]([NH:9][CH2:8][CH2:7][C:6]([OH:43])=[O:5])(=[O:11])=[O:12])[CH:18]=[CH:17][CH:16]=4)=[O:20])[CH2:22][CH2:23]3)[CH2:25][NH:26]/2)=[O:31])=[N:33][C:34]([Cl:40])=[C:35]([NH2:39])[N:36]=1, predict the reactants needed to synthesize it. The reactants are: C([O:5][C:6](=[O:43])[CH2:7][CH2:8][NH:9][S:10]([C:13]1[CH:18]=[CH:17][CH:16]=[C:15]([C:19]([N:21]2[CH2:42][CH2:41][C:24]3([NH:28]/[C:27](=[N:29]/[C:30]([C:32]4[C:37]([NH2:38])=[N:36][C:35]([NH2:39])=[C:34]([Cl:40])[N:33]=4)=[O:31])/[NH:26][CH2:25]3)[CH2:23][CH2:22]2)=[O:20])[CH:14]=1)(=[O:12])=[O:11])(C)(C)C.CCCC(C)C. (2) Given the product [Cl:1][C:2]1[CH:7]=[CH:6][C:5]([CH:8]([C@@H:12]([CH3:17])[C:13]([F:16])([F:15])[F:14])[C:9]([Cl:27])=[O:10])=[C:4]([F:18])[CH:3]=1, predict the reactants needed to synthesize it. The reactants are: [Cl:1][C:2]1[CH:7]=[CH:6][C:5]([CH:8]([C@@H:12]([CH3:17])[C:13]([F:16])([F:15])[F:14])[C:9](O)=[O:10])=[C:4]([F:18])[CH:3]=1.CN(C=O)C.C(Cl)(=O)C([Cl:27])=O.